Regression. Given two drug SMILES strings and cell line genomic features, predict the synergy score measuring deviation from expected non-interaction effect. From a dataset of NCI-60 drug combinations with 297,098 pairs across 59 cell lines. (1) Drug 1: CC1OCC2C(O1)C(C(C(O2)OC3C4COC(=O)C4C(C5=CC6=C(C=C35)OCO6)C7=CC(=C(C(=C7)OC)O)OC)O)O. Drug 2: CC1C(C(=O)NC(C(=O)N2CCCC2C(=O)N(CC(=O)N(C(C(=O)O1)C(C)C)C)C)C(C)C)NC(=O)C3=C4C(=C(C=C3)C)OC5=C(C(=O)C(=C(C5=N4)C(=O)NC6C(OC(=O)C(N(C(=O)CN(C(=O)C7CCCN7C(=O)C(NC6=O)C(C)C)C)C)C(C)C)C)N)C. Cell line: U251. Synergy scores: CSS=46.8, Synergy_ZIP=-1.74, Synergy_Bliss=-2.83, Synergy_Loewe=-2.61, Synergy_HSA=-2.48. (2) Drug 1: CC(CN1CC(=O)NC(=O)C1)N2CC(=O)NC(=O)C2. Drug 2: C1C(C(OC1N2C=NC3=C2NC=NCC3O)CO)O. Cell line: A549. Synergy scores: CSS=34.4, Synergy_ZIP=0.816, Synergy_Bliss=1.22, Synergy_Loewe=-4.28, Synergy_HSA=2.67.